From a dataset of Full USPTO retrosynthesis dataset with 1.9M reactions from patents (1976-2016). Predict the reactants needed to synthesize the given product. (1) Given the product [C:1]([O:5][C:6]([NH:8][CH2:9][C:10]1[N:11]([CH2:32][CH:33]([CH3:35])[CH3:34])[C:12](=[O:31])[C:13]2[C:18]([C:19]=1[C:20]1[CH:25]=[CH:24][CH:23]=[CH:22][CH:21]=1)=[CH:17][C:16](/[CH:26]=[CH:27]/[C:28]([NH2:39])=[O:30])=[CH:15][CH:14]=2)=[O:7])([CH3:2])([CH3:3])[CH3:4], predict the reactants needed to synthesize it. The reactants are: [C:1]([O:5][C:6]([NH:8][CH2:9][C:10]1[N:11]([CH2:32][CH:33]([CH3:35])[CH3:34])[C:12](=[O:31])[C:13]2[C:18]([C:19]=1[C:20]1[CH:25]=[CH:24][CH:23]=[CH:22][CH:21]=1)=[CH:17][C:16](/[CH:26]=[CH:27]/[C:28]([OH:30])=O)=[CH:15][CH:14]=2)=[O:7])([CH3:4])([CH3:3])[CH3:2].Cl.C([N:39]=C=NCCCN(C)C)C.[NH4+].ON1C2C=CC=CC=2N=N1.O. (2) Given the product [C:1]([C:7]1[CH:16]=[CH:15][CH:14]=[CH:13][C:8]=1[C:9]([O:11][CH3:12])=[O:10])#[C:2][CH2:3][CH2:4][CH3:5], predict the reactants needed to synthesize it. The reactants are: [CH:1]#[C:2][CH2:3][CH2:4][CH3:5].I[C:7]1[CH:16]=[CH:15][CH:14]=[CH:13][C:8]=1[C:9]([O:11][CH3:12])=[O:10].